From a dataset of Catalyst prediction with 721,799 reactions and 888 catalyst types from USPTO. Predict which catalyst facilitates the given reaction. (1) Product: [NH2:23][C:21]1[NH:20][N:19]=[C:18]([NH:17][C:4]2[CH:3]=[C:2]([Cl:1])[C:7]([C:8]3[CH:13]=[CH:12][NH:11][C:10](=[O:14])[CH:9]=3)=[C:6]([Cl:16])[CH:5]=2)[N:22]=1. Reactant: [Cl:1][C:2]1[CH:3]=[C:4]([NH:17][C:18]2[N:22]=[C:21]([NH2:23])[NH:20][N:19]=2)[CH:5]=[C:6]([Cl:16])[C:7]=1[C:8]1[CH:13]=[CH:12][N:11]=[C:10]([O:14]C)[CH:9]=1.Br. The catalyst class is: 52. (2) Reactant: CN(C)C(N(C)C)=N.[CH2:9]([O:16][C:17]1[CH:22]=[CH:21][C:20]([C:23]2[S:27][C:26]([C:28]3[CH:35]=[CH:34][C:31]([CH:32]=O)=[CH:30][CH:29]=3)=[N:25][CH:24]=2)=[CH:19][CH:18]=1)[CH2:10][CH2:11][CH2:12][CH2:13][CH2:14][CH3:15].[C:36]([O:40][C:41]([NH:43][CH:44](P(OC)(OC)=O)[C:45]([O:47][CH3:48])=[O:46])=[O:42])([CH3:39])([CH3:38])[CH3:37]. Product: [C:36]([O:40][C:41]([NH:43][C:44](=[CH:32][C:31]1[CH:30]=[CH:29][C:28]([C:26]2[S:27][C:23]([C:20]3[CH:21]=[CH:22][C:17]([O:16][CH2:9][CH2:10][CH2:11][CH2:12][CH2:13][CH2:14][CH3:15])=[CH:18][CH:19]=3)=[CH:24][N:25]=2)=[CH:35][CH:34]=1)[C:45]([O:47][CH3:48])=[O:46])=[O:42])([CH3:37])([CH3:38])[CH3:39]. The catalyst class is: 76. (3) Reactant: [CH2:1]([O:3][C:4](=[O:16])[C:5]1[CH:10]=[C:9]([N+:11]([O-])=O)[C:8]([F:14])=[C:7]([Br:15])[CH:6]=1)[CH3:2]. Product: [CH2:1]([O:3][C:4](=[O:16])[C:5]1[CH:6]=[C:7]([Br:15])[C:8]([F:14])=[C:9]([NH2:11])[CH:10]=1)[CH3:2]. The catalyst class is: 319. (4) Reactant: [CH3:1][N:2]1[C:7]([C:8]([F:11])([F:10])[F:9])=[CH:6][CH:5]=[C:4]([C:12]([C:14]2[CH:15]=[N:16][N:17]([CH3:20])[C:18]=2[OH:19])=[O:13])[C:3]1=[O:21].N1C=CC=CC=1.C(Cl)(Cl)Cl.[C:32]1([CH3:42])[CH:37]=[CH:36][C:35]([S:38](Cl)(=[O:40])=[O:39])=[CH:34][CH:33]=1. Product: [CH3:1][N:2]1[C:7]([C:8]([F:10])([F:11])[F:9])=[CH:6][CH:5]=[C:4]([C:12]([C:14]2[CH:15]=[N:16][N:17]([CH3:20])[C:18]=2[O:19][S:38]([C:35]2[CH:36]=[CH:37][C:32]([CH3:42])=[CH:33][CH:34]=2)(=[O:40])=[O:39])=[O:13])[C:3]1=[O:21]. The catalyst class is: 6. (5) Reactant: C(=O)([O-])[O-].[K+].[K+].Cl[C:8]1[CH:30]=[CH:29][C:11]([C:12]([NH:14][C:15]2[CH:20]=[CH:19][C:18]([N:21]3[CH2:25][CH2:24][CH:23]([N:26]([CH3:28])[CH3:27])[CH2:22]3)=[CH:17][CH:16]=2)=[O:13])=[CH:10][N:9]=1.[F:31][C:32]1[CH:37]=[CH:36][C:35]([OH:38])=[CH:34][CH:33]=1.O. Product: [CH3:27][N:26]([CH3:28])[CH:23]1[CH2:24][CH2:25][N:21]([C:18]2[CH:19]=[CH:20][C:15]([NH:14][C:12](=[O:13])[C:11]3[CH:29]=[CH:30][C:8]([O:38][C:35]4[CH:36]=[CH:37][C:32]([F:31])=[CH:33][CH:34]=4)=[N:9][CH:10]=3)=[CH:16][CH:17]=2)[CH2:22]1. The catalyst class is: 39. (6) Product: [OH:1][N:2]=[C:3]([NH:27][C:36](=[O:37])[O:38][C:39]1[CH:44]=[CH:43][CH:42]=[CH:41][CH:40]=1)[CH2:4][O:5][C:6]1[CH:11]=[CH:10][C:9]([C:12](=[N:14][O:15][CH2:16][C:17]2[CH:22]=[CH:21][C:20]([C:23]([F:25])([F:24])[F:26])=[CH:19][CH:18]=2)[CH3:13])=[CH:8][CH:7]=1. The catalyst class is: 4. Reactant: [OH:1][NH:2][C:3](=[NH:27])[CH2:4][O:5][C:6]1[CH:11]=[CH:10][C:9]([C:12](=[N:14][O:15][CH2:16][C:17]2[CH:22]=[CH:21][C:20]([C:23]([F:26])([F:25])[F:24])=[CH:19][CH:18]=2)[CH3:13])=[CH:8][CH:7]=1.C(N(CC)CC)C.Cl[C:36]([O:38][C:39]1[CH:44]=[CH:43][CH:42]=[CH:41][CH:40]=1)=[O:37].O.